Dataset: Forward reaction prediction with 1.9M reactions from USPTO patents (1976-2016). Task: Predict the product of the given reaction. (1) The product is: [F:17][C:11]1[CH:12]=[CH:13][C:14]([F:16])=[CH:15][C:10]=1[C:9]1[CH:5]([CH2:4][NH2:1])[NH:6][CH:7]([C:18]2[CH:19]=[CH:20][CH:21]=[CH:22][CH:23]=2)[CH:8]=1. Given the reactants [N:1]([CH2:4][CH:5]1[C:9]([C:10]2[CH:15]=[C:14]([F:16])[CH:13]=[CH:12][C:11]=2[F:17])=[CH:8][CH:7]([C:18]2[CH:23]=[CH:22][CH:21]=[CH:20][CH:19]=2)[N:6]1C(OC(C)(C)C)=O)=[N+]=[N-].C1(P(C2C=CC=CC=2)C2C=CC=CC=2)C=CC=CC=1, predict the reaction product. (2) Given the reactants [Li+].CC([N-]C(C)C)C.[Br:9][C:10]1[CH:15]=[C:14]([Si:16]([CH2:21][CH3:22])([CH2:19][CH3:20])[CH2:17][CH3:18])[C:13]([F:23])=[CH:12][N:11]=1.[F:24][CH:25]([F:31])[C:26](OCC)=[O:27], predict the reaction product. The product is: [Br:9][C:10]1[N:11]=[C:12]([C:26](=[O:27])[CH:25]([F:31])[F:24])[C:13]([F:23])=[C:14]([Si:16]([CH2:21][CH3:22])([CH2:19][CH3:20])[CH2:17][CH3:18])[CH:15]=1. (3) Given the reactants [F:1][C:2]1[CH:11]=[C:10]2[C:5]([CH:6]=[CH:7][CH:8]=[N:9]2)=[CH:4][C:3]=1[CH2:12][C:13]1[N:17]2[N:18]=[C:19]([C:22]3[CH:23]=[N:24][N:25]([CH:27]4[CH2:32][CH2:31][NH:30][CH2:29][CH2:28]4)[CH:26]=3)[CH:20]=[CH:21][C:16]2=[N:15][CH:14]=1.CS(O[CH2:38][C:39]([F:42])([F:41])[F:40])(=O)=O.C([O-])([O-])=O.[Cs+].[Cs+], predict the reaction product. The product is: [F:1][C:2]1[CH:11]=[C:10]2[C:5]([CH:6]=[CH:7][CH:8]=[N:9]2)=[CH:4][C:3]=1[CH2:12][C:13]1[N:17]2[N:18]=[C:19]([C:22]3[CH:23]=[N:24][N:25]([CH:27]4[CH2:32][CH2:31][N:30]([CH2:38][C:39]([F:42])([F:41])[F:40])[CH2:29][CH2:28]4)[CH:26]=3)[CH:20]=[CH:21][C:16]2=[N:15][CH:14]=1. (4) Given the reactants [Cl:1][C:2]1[CH:26]=[CH:25][CH:24]=[CH:23][C:3]=1[CH2:4][N:5]([C:11]1[C:16]([C:17]([F:20])([F:19])[F:18])=[CH:15][C:14]([NH2:21])=[CH:13][C:12]=1[NH2:22])[C:6](=[O:10])OCC.[H-].[Na+].C(=O)(O)[O-].[Na+], predict the reaction product. The product is: [NH2:21][C:14]1[CH:15]=[C:16]([C:17]([F:18])([F:20])[F:19])[C:11]2[N:5]([CH2:4][C:3]3[CH:23]=[CH:24][CH:25]=[CH:26][C:2]=3[Cl:1])[C:6](=[O:10])[NH:22][C:12]=2[CH:13]=1. (5) Given the reactants [Br:1][C:2]1[CH:3]=[CH:4][C:5]([N:8]2[CH2:12][CH2:11][CH:10]([OH:13])[CH2:9]2)=[N:6][CH:7]=1.CCN(CC)CC.[CH3:21][S:22](Cl)(=[O:24])=[O:23], predict the reaction product. The product is: [CH3:21][S:22]([O:13][CH:10]1[CH2:11][CH2:12][N:8]([C:5]2[CH:4]=[CH:3][C:2]([Br:1])=[CH:7][N:6]=2)[CH2:9]1)(=[O:24])=[O:23]. (6) Given the reactants [CH3:1][O:2][C:3](=[O:27])[CH2:4][O:5][C:6]1[CH:11]=[CH:10][C:9]([O:12][CH2:13][C:14]2[S:15][CH:16]=[C:17]([C:19]3[CH:24]=[CH:23][CH:22]=[CH:21][C:20]=3Br)[N:18]=2)=[CH:8][C:7]=1[CH3:26].[CH:28]1(B(O)O)[CH2:30][CH2:29]1.C(=O)([O-])[O-].[Na+].[Na+].C(O)C, predict the reaction product. The product is: [CH:28]1([C:20]2[CH:21]=[CH:22][CH:23]=[CH:24][C:19]=2[C:17]2[N:18]=[C:14]([CH2:13][O:12][C:9]3[CH:10]=[CH:11][C:6]([O:5][CH2:4][C:3]([O:2][CH3:1])=[O:27])=[C:7]([CH3:26])[CH:8]=3)[S:15][CH:16]=2)[CH2:30][CH2:29]1. (7) Given the reactants [OH:1][CH:2]1[CH2:7][CH2:6][N:5]([C:8]([N:10]2[CH2:15][CH:14]([C:16]3[CH:21]=[CH:20][C:19]([C:22]([F:25])([F:24])[F:23])=[CH:18][CH:17]=3)[CH2:13][CH:12]([C:26](O)=[O:27])[CH2:11]2)=[O:9])[CH2:4][CH2:3]1.[Cl:29][C:30]1[CH:35]=[CH:34][CH:33]=[CH:32][C:31]=1[C:36](=[N:38]O)[NH2:37], predict the reaction product. The product is: [Cl:29][C:30]1[CH:35]=[CH:34][CH:33]=[CH:32][C:31]=1[C:36]1[N:38]=[C:26]([CH:12]2[CH2:13][CH:14]([C:16]3[CH:21]=[CH:20][C:19]([C:22]([F:24])([F:23])[F:25])=[CH:18][CH:17]=3)[CH2:15][N:10]([C:8]([N:5]3[CH2:6][CH2:7][CH:2]([OH:1])[CH2:3][CH2:4]3)=[O:9])[CH2:11]2)[O:27][N:37]=1. (8) Given the reactants [CH3:1][O:2][C:3]1[CH:11]=[CH:10][C:9]([I:12])=[C:8]2[C:4]=1[CH:5](O)[N:6](C(C)(C1C=CC=CC=1)C)[C:7]2=[O:13].FC(F)(F)C(O)=O.C([SiH](CC)CC)C, predict the reaction product. The product is: [CH3:1][O:2][C:3]1[CH:11]=[CH:10][C:9]([I:12])=[C:8]2[C:4]=1[CH2:5][NH:6][C:7]2=[O:13]. (9) Given the reactants C([N-]C(C)C)(C)C.[Li+].[CH2:9]([O:11][C:12](=[O:22])[CH:13]([O:15][C:16]1[CH:21]=[CH:20][CH:19]=[CH:18][CH:17]=1)[CH3:14])[CH3:10].[CH2:23]([O:30][C:31]1[CH:38]=[CH:37][C:34]([CH:35]=[O:36])=[CH:33][CH:32]=1)[C:24]1[CH:29]=[CH:28][CH:27]=[CH:26][CH:25]=1, predict the reaction product. The product is: [CH2:9]([O:11][C:12](=[O:22])[C:13]([O:15][C:16]1[CH:21]=[CH:20][CH:19]=[CH:18][CH:17]=1)([CH3:14])[CH:35]([C:34]1[CH:33]=[CH:32][C:31]([O:30][CH2:23][C:24]2[CH:25]=[CH:26][CH:27]=[CH:28][CH:29]=2)=[CH:38][CH:37]=1)[OH:36])[CH3:10]. (10) The product is: [Br:1][C:2]1[CH:17]=[CH:16][C:5]([O:6][C:7]2[CH:15]=[CH:14][C:10]([CH2:11][NH2:12])=[CH:9][CH:8]=2)=[C:4]([Cl:18])[CH:3]=1. Given the reactants [Br:1][C:2]1[CH:17]=[CH:16][C:5]([O:6][C:7]2[CH:15]=[CH:14][C:10]([CH:11]=[N:12]O)=[CH:9][CH:8]=2)=[C:4]([Cl:18])[CH:3]=1.[BH4-].[Na+], predict the reaction product.